Predict which catalyst facilitates the given reaction. From a dataset of Catalyst prediction with 721,799 reactions and 888 catalyst types from USPTO. (1) Reactant: CN(C)S([N:6]1[CH:10]=[C:9]([CH:11]([C:14]2[CH:19]=[CH:18][CH:17]=[CH:16][CH:15]=2)[CH2:12][CH3:13])[N:8]=[C:7]1[Si](C(C)(C)C)(C)C)(=O)=O.N. Product: [C:14]1([CH:11]([C:9]2[N:8]=[CH:7][NH:6][CH:10]=2)[CH2:12][CH3:13])[CH:15]=[CH:16][CH:17]=[CH:18][CH:19]=1. The catalyst class is: 33. (2) Reactant: [CH3:1][N:2]1[CH:6]=[C:5]([C:7]2[CH:8]=[C:9]3[C:14](=[CH:15][CH:16]=2)[N:13]([C:17]2[C:21]4[CH2:22][NH:23][CH2:24][CH2:25][C:20]=4[N:19]([CH:26]4[CH2:31][CH2:30][NH:29][C:28](=[O:32])[CH2:27]4)[N:18]=2)[CH2:12][CH2:11][CH2:10]3)[CH:4]=[N:3]1.C(N(CC)CC)C.[C:40](OC(=O)C)(=[O:42])[CH3:41]. Product: [C:40]([N:23]1[CH2:24][CH2:25][C:20]2[N:19]([CH:26]3[CH2:31][CH2:30][NH:29][C:28](=[O:32])[CH2:27]3)[N:18]=[C:17]([N:13]3[C:14]4[C:9](=[CH:8][C:7]([C:5]5[CH:4]=[N:3][N:2]([CH3:1])[CH:6]=5)=[CH:16][CH:15]=4)[CH2:10][CH2:11][CH2:12]3)[C:21]=2[CH2:22]1)(=[O:42])[CH3:41]. The catalyst class is: 2. (3) Reactant: [C:1]([N:4]1[C:13]2[C:8](=[CH:9][C:10]([C:14]3[CH:15]=[N:16][N:17]([CH2:19][CH2:20][N:21](C)[C:22](=O)OC(C)(C)C)[CH:18]=3)=[CH:11][CH:12]=2)[C@H:7]([NH:30][C:31]2[CH:32]=[N:33][CH:34]=[CH:35][CH:36]=2)[CH2:6][C@@H:5]1[CH3:37])(=[O:3])[CH3:2]. Product: [C:1]([N:4]1[C:13]2[C:8](=[CH:9][C:10]([C:14]3[CH:15]=[N:16][N:17]([CH2:19][CH2:20][NH:21][CH3:22])[CH:18]=3)=[CH:11][CH:12]=2)[C@H:7]([NH:30][C:31]2[CH:32]=[N:33][CH:34]=[CH:35][CH:36]=2)[CH2:6][C@@H:5]1[CH3:37])(=[O:3])[CH3:2]. The catalyst class is: 4. (4) Reactant: [CH3:1][C:2]1[CH:11]=[C:10]([N:12]2[CH2:17][CH2:16][O:15][CH2:14][CH2:13]2)[C:9]2[C:4](=[CH:5][CH:6]=[CH:7][CH:8]=2)[N:3]=1.[Se](=O)=[O:19]. Product: [N:12]1([C:10]2[C:9]3[C:4](=[CH:5][CH:6]=[CH:7][CH:8]=3)[N:3]=[C:2]([CH:1]=[O:19])[CH:11]=2)[CH2:17][CH2:16][O:15][CH2:14][CH2:13]1. The catalyst class is: 12. (5) Reactant: [C:1]([O:5][C:6]([CH:8]1[CH:14](C(O)=O)[CH2:13][CH:12]=[CH:11][CH2:10][N:9]1[S:18]([C:21]1[CH:26]=[CH:25][C:24]([O:27][CH3:28])=[CH:23][CH:22]=1)(=[O:20])=[O:19])=[O:7])([CH3:4])([CH3:3])[CH3:2].C([N:32]([CH2:36]CC)CCC)CC.C1(P(N=[N+]=[N-])(C2C=CC=CC=2)=[O:46])C=CC=CC=1.[CH3:56][O:57][C:58]1[CH:65]=[CH:64][C:61]([CH2:62][OH:63])=[CH:60][CH:59]=1. Product: [C:1]([O:5][C:6]([CH:8]1[CH:14]([NH:32][C:36]([O:63][CH2:62][C:61]2[CH:64]=[CH:65][C:58]([O:57][CH3:56])=[CH:59][CH:60]=2)=[O:46])[CH2:13][CH:12]=[CH:11][CH2:10][N:9]1[S:18]([C:21]1[CH:26]=[CH:25][C:24]([O:27][CH3:28])=[CH:23][CH:22]=1)(=[O:20])=[O:19])=[O:7])([CH3:4])([CH3:2])[CH3:3]. The catalyst class is: 7. (6) Reactant: N1CCCCC1.C(O)(=O)C.[CH3:11][C:12]1([CH3:20])[O:17][C:16](=[O:18])[CH2:15][C:14](=[O:19])[O:13]1.[Br:21][C:22]1[CH:29]=[CH:28][C:27]([Cl:30])=[CH:26][C:23]=1[CH:24]=O. Product: [Br:21][C:22]1[CH:29]=[CH:28][C:27]([Cl:30])=[CH:26][C:23]=1[CH:24]=[C:15]1[C:16](=[O:18])[O:17][C:12]([CH3:20])([CH3:11])[O:13][C:14]1=[O:19]. The catalyst class is: 93. (7) Reactant: [C:1](=O)([O-])[O-].[Cs+].[Cs+].[CH2:7]([C:9]1[CH:14]=[CH:13][C:12]([OH:15])=[C:11]([C:16]2[N:17]=[CH:18][S:19][CH:20]=2)[CH:10]=1)[CH3:8].[CH3:21][O:22][C:23](=[O:42])[CH2:24][CH2:25][C:26]1[CH:31]=[CH:30][C:29]([O:32][CH2:33][CH2:34][C@@H:35](OS(C)(=O)=O)[CH3:36])=[CH:28][CH:27]=1. Product: [CH3:21][O:22][C:23](=[O:42])[CH2:24][CH2:25][C:26]1[CH:31]=[CH:30][C:29]([O:32][CH2:33][CH2:34][C@@H:35]([O:15][C:12]2[CH:13]=[CH:14][C:9]([CH2:7][CH3:8])=[CH:10][C:11]=2[C:16]2[N:17]=[CH:18][S:19][CH:20]=2)[CH3:36])=[CH:28][C:27]=1[CH3:1]. The catalyst class is: 3.